Dataset: Peptide-MHC class I binding affinity with 185,985 pairs from IEDB/IMGT. Task: Regression. Given a peptide amino acid sequence and an MHC pseudo amino acid sequence, predict their binding affinity value. This is MHC class I binding data. (1) The peptide sequence is FPVKPQVPLR. The MHC is HLA-A02:03 with pseudo-sequence HLA-A02:03. The binding affinity (normalized) is 0. (2) The peptide sequence is TINKEEALQR. The MHC is HLA-A11:01 with pseudo-sequence HLA-A11:01. The binding affinity (normalized) is 0.0472. (3) The peptide sequence is LVRLVFNLV. The MHC is Mamu-A01 with pseudo-sequence Mamu-A01. The binding affinity (normalized) is 0.354. (4) The peptide sequence is RPAGARAAF. The MHC is HLA-B07:02 with pseudo-sequence HLA-B07:02. The binding affinity (normalized) is 0.936. (5) The peptide sequence is LLYILFLVK. The MHC is HLA-A03:01 with pseudo-sequence HLA-A03:01. The binding affinity (normalized) is 0.763. (6) The peptide sequence is RVSTGSQLA. The MHC is HLA-A30:01 with pseudo-sequence HLA-A30:01. The binding affinity (normalized) is 0.593. (7) The peptide sequence is RYSIFFDY. The MHC is HLA-A68:02 with pseudo-sequence HLA-A68:02. The binding affinity (normalized) is 0.151. (8) The peptide sequence is VLPVPGASV. The MHC is HLA-A24:03 with pseudo-sequence HLA-A24:03. The binding affinity (normalized) is 0.0847. (9) The peptide sequence is GIYHDICEI. The MHC is HLA-A02:03 with pseudo-sequence HLA-A02:03. The binding affinity (normalized) is 0.666. (10) The peptide sequence is LLVAPMPTA. The MHC is HLA-A02:01 with pseudo-sequence HLA-A02:01. The binding affinity (normalized) is 0.766.